Task: Predict the reactants needed to synthesize the given product.. Dataset: Full USPTO retrosynthesis dataset with 1.9M reactions from patents (1976-2016) (1) Given the product [N:1]([CH2:12][C@@H:11]([OH:13])[C:9]([O:8][CH3:7])=[O:10])=[N+:2]=[N-:3], predict the reactants needed to synthesize it. The reactants are: [N-:1]=[N+:2]=[N-:3].[Na+].[Cl-].[NH4+].[CH3:7][O:8][C:9]([C@@H:11]1[O:13][CH2:12]1)=[O:10]. (2) Given the product [C:13]([O:17][C:18]([N:20]1[CH2:25][CH2:24][CH:23]([O:9][C:5]2[CH:6]=[C:7]([CH3:8])[C:2]([Cl:1])=[CH:3][C:4]=2[N+:10]([O-:12])=[O:11])[CH2:22][CH2:21]1)=[O:19])([CH3:16])([CH3:14])[CH3:15], predict the reactants needed to synthesize it. The reactants are: [Cl:1][C:2]1[C:7]([CH3:8])=[CH:6][C:5]([OH:9])=[C:4]([N+:10]([O-:12])=[O:11])[CH:3]=1.[C:13]([O:17][C:18]([N:20]1[CH2:25][CH2:24][CH:23](O)[CH2:22][CH2:21]1)=[O:19])([CH3:16])([CH3:15])[CH3:14].C1(P(C2C=CC=CC=2)C2C=CC=CC=2)C=CC=CC=1. (3) Given the product [C:12]([C:7]1[CH:8]=[C:9]2[C:4](=[CH:5][CH:6]=1)[CH:3]=[C:2]([C:52]([O:55][CH3:56])=[O:54])[CH:11]=[CH:10]2)([CH3:15])([CH3:14])[CH3:13], predict the reactants needed to synthesize it. The reactants are: Br[C:2]1[CH:11]=[CH:10][C:9]2[C:4](=[CH:5][CH:6]=[C:7]([C:12]([CH3:15])([CH3:14])[CH3:13])[CH:8]=2)[CH:3]=1.C1(P(C2C=CC=CC=2)CCCP(C2C=CC=CC=2)C2C=CC=CC=2)C=CC=CC=1.C(N(CC)CC)C.[C:52]([O:55][CH2:56]C)(=[O:54])C.C1(C)C=CC=CC=1. (4) Given the product [C:39]([O:41][CH:6]([CH3:5])[CH2:7][O:1][CH3:2])(=[O:40])[CH3:38], predict the reactants needed to synthesize it. The reactants are: [O:1]1[CH:7]2[CH:2]1CC(CC[Si](OC)(OC)OC)[CH2:5][CH2:6]2.COC([SiH3])(OC)OC.C1([Si](OC)(OC)OC)C=CC=CC=1.[C:38](O)(=O)[C:39]([OH:41])=[O:40].